Dataset: Reaction yield outcomes from USPTO patents with 853,638 reactions. Task: Predict the reaction yield, written as a fraction of the theoretical maximum amount of product (1.0 means a 100% yield; for example, 0.34 means a 34% yield). (1) The reactants are O.ON1C2C=CC=CC=2N=N1.[CH:12]1([CH2:15][NH2:16])[CH2:14][CH2:13]1.Cl.CN(C)CCCN=C=NCC.[CH3:29][O:30][C:31](=[C:35]1[CH2:40][CH2:39][N:38]([S:41]([C:44]2[CH:49]=[CH:48][C:47]([O:50][C:51]([F:54])([F:53])[F:52])=[CH:46][CH:45]=2)(=[O:43])=[O:42])[CH2:37][CH2:36]1)[C:32](O)=[O:33]. The catalyst is CN(C1C=CN=CC=1)C.CN(C=O)C. The product is [CH:12]1([CH2:15][NH:16][C:32](=[O:33])[C:31]([O:30][CH3:29])=[C:35]2[CH2:40][CH2:39][N:38]([S:41]([C:44]3[CH:45]=[CH:46][C:47]([O:50][C:51]([F:54])([F:52])[F:53])=[CH:48][CH:49]=3)(=[O:43])=[O:42])[CH2:37][CH2:36]2)[CH2:14][CH2:13]1. The yield is 0.960. (2) The reactants are [F:1][C:2]1[C:10]([N+:11]([O-])=O)=[CH:9][CH:8]=[CH:7][C:3]=1[C:4]([O-:6])=[O:5].[Cl-].[NH4+].[CH3:16]O. The catalyst is [Zn]. The product is [NH2:11][C:10]1[C:2]([F:1])=[C:3]([CH:7]=[CH:8][CH:9]=1)[C:4]([O:6][CH3:16])=[O:5]. The yield is 0.920. (3) The reactants are [F:1][C:2]1[CH:7]=[C:6]([CH:8]2[CH2:12][CH2:11][CH2:10][NH:9]2)[CH:5]=[CH:4][C:3]=1[C:13]1[O:14][C:15]2[C:21]([C:22]([O:24]C)=O)=[CH:20][CH:19]=[CH:18][C:16]=2[N:17]=1.[NH3:26]. The yield is 0.180. The catalyst is CO. The product is [F:1][C:2]1[CH:7]=[C:6]([CH:8]2[CH2:12][CH2:11][CH2:10][NH:9]2)[CH:5]=[CH:4][C:3]=1[C:13]1[O:14][C:15]2[C:21]([C:22]([NH2:26])=[O:24])=[CH:20][CH:19]=[CH:18][C:16]=2[N:17]=1.